Predict the reaction yield, written as a fraction of the theoretical maximum amount of product (1.0 means a 100% yield; for example, 0.34 means a 34% yield). From a dataset of Reaction yield outcomes from USPTO patents with 853,638 reactions. (1) The reactants are [F:1][C:2]1[CH:3]=[C:4]2[C:8](=[CH:9][CH:10]=1)[N:7]([CH3:11])[C:6]([C:12]([O:14]CC)=O)=[CH:5]2.[CH3:17][N:18]1C2C(=CC=CC=2)C=C1C(OCC)=O. No catalyst specified. The product is [CH3:17][NH:18][C:12]([C:6]1[N:7]([CH3:11])[C:8]2[C:4]([CH:5]=1)=[CH:3][C:2]([F:1])=[CH:10][CH:9]=2)=[O:14]. The yield is 0.680. (2) The reactants are [CH3:1][N:2]1[C:6]([CH2:7][N:8]([CH3:13])[CH:9]2[CH2:12][O:11][CH2:10]2)=[CH:5][C:4]([NH2:14])=[N:3]1.Br[C:16]1[C:17](=[O:24])[N:18]([CH3:23])[CH:19]=[C:20]([Br:22])[CH:21]=1. No catalyst specified. The product is [Br:22][C:20]1[CH:21]=[C:16]([NH:14][C:4]2[CH:5]=[C:6]([CH2:7][N:8]([CH3:13])[CH:9]3[CH2:10][O:11][CH2:12]3)[N:2]([CH3:1])[N:3]=2)[C:17](=[O:24])[N:18]([CH3:23])[CH:19]=1. The yield is 0.630. (3) The reactants are Br[C:2]1[S:3][C:4]([C:7]([O:9][CH3:10])=[O:8])=[CH:5][N:6]=1.[NH2:11][CH2:12][CH2:13][N:14]1[CH2:19][CH2:18][NH:17][CH2:16][CH2:15]1.C(=O)([O-])[O-].[K+].[K+]. The catalyst is C(#N)C. The product is [CH3:10][O:9][C:7]([C:4]1[S:3][C:2]([N:17]2[CH2:18][CH2:19][N:14]([CH2:13][CH2:12][NH2:11])[CH2:15][CH2:16]2)=[N:6][CH:5]=1)=[O:8]. The yield is 0.652. (4) The reactants are [F:1][C:2]1[CH:7]=[CH:6][C:5]([C:8]2[O:9][C:10]3[CH:20]=[CH:19][C:18]([C:21]4[CH:26]=[C:25]([C:27](=[O:38])[NH:28][C:29]5([C:32]6[CH:37]=[CH:36][CH:35]=[CH:34][N:33]=6)[CH2:31][CH2:30]5)[CH:24]=[CH:23][C:22]=4[O:39]C)=[CH:17][C:11]=3[C:12]=2[C:13]([NH:15][CH3:16])=[O:14])=[CH:4][CH:3]=1.[B-](Br)(Br)(Br)[S+](C)C. The catalyst is ClCCCl. The product is [F:1][C:2]1[CH:7]=[CH:6][C:5]([C:8]2[O:9][C:10]3[CH:20]=[CH:19][C:18]([C:21]4[CH:26]=[C:25]([C:27](=[O:38])[NH:28][C:29]5([C:32]6[CH:37]=[CH:36][CH:35]=[CH:34][N:33]=6)[CH2:30][CH2:31]5)[CH:24]=[CH:23][C:22]=4[OH:39])=[CH:17][C:11]=3[C:12]=2[C:13]([NH:15][CH3:16])=[O:14])=[CH:4][CH:3]=1. The yield is 0.600. (5) The reactants are C([O:3][C:4]([C:6]1[C:10]([CH3:11])=[CH:9][NH:8][C:7]=1[CH2:12][CH2:13][NH:14][CH2:15][CH2:16][N:17]1[CH2:21][CH2:20][CH2:19][CH2:18]1)=O)C.C[Al](C)C.Cl.[OH-].[Na+]. The catalyst is C1(C)C=CC=CC=1.O. The product is [CH3:11][C:10]1[C:6]2[C:4](=[O:3])[N:14]([CH2:15][CH2:16][N:17]3[CH2:21][CH2:20][CH2:19][CH2:18]3)[CH2:13][CH2:12][C:7]=2[NH:8][CH:9]=1. The yield is 0.592. (6) The reactants are [Br:1][C:2]1[CH:14]=[CH:13][C:5]2[C:6]3[N:10]=[CH:9][NH:8][C:7]=3[CH:11]=[CH:12][C:4]=2[CH:3]=1.[F:15][C:16]([F:28])([F:27])[O:17][C:18]1[CH:23]=[CH:22][C:21](B(O)O)=[CH:20][CH:19]=1.C(N(CC)CC)C. The catalyst is C([O-])(=O)C.[Cu+2].C([O-])(=O)C.N1C=CC=CC=1.C1COCC1. The product is [Br:1][C:2]1[CH:14]=[CH:13][C:5]2[C:6]3[N:10]=[CH:9][N:8]([C:21]4[CH:20]=[CH:19][C:18]([O:17][C:16]([F:15])([F:27])[F:28])=[CH:23][CH:22]=4)[C:7]=3[CH:11]=[CH:12][C:4]=2[CH:3]=1. The yield is 0.150. (7) The reactants are [NH2:1][C@H:2]([C:8]([OH:10])=[O:9])[CH2:3][CH2:4][C:5](=[O:7])[NH2:6].C([O-])([O-])=O.[Na+].[Na+].Cl[C:18]([O:20][CH2:21][C:22]1[CH:27]=[CH:26][CH:25]=[CH:24][CH:23]=1)=[O:19]. The catalyst is [OH-].[Na+].O1CCOCC1. The product is [CH2:21]([O:20][C:18]([NH:1][C@H:2]([C:8]([OH:10])=[O:9])[CH2:3][CH2:4][C:5](=[O:7])[NH2:6])=[O:19])[C:22]1[CH:27]=[CH:26][CH:25]=[CH:24][CH:23]=1. The yield is 0.870. (8) The reactants are [C:1]([NH2:4])(=[O:3])[CH3:2].C(=O)([O-])[O-].[Cs+].[Cs+].[Br:11][C:12]1[CH:17]=[C:16]([F:18])[CH:15]=[C:14](Br)[CH:13]=1. The product is [Br:11][C:12]1[CH:13]=[C:14]([NH:4][C:1](=[O:3])[CH3:2])[CH:15]=[C:16]([F:18])[CH:17]=1. The yield is 0.440. The catalyst is C([O-])(=O)C.[Pd+2].C([O-])(=O)C.CC1(C)C2C(=C(P(C3C=CC=CC=3)C3C=CC=CC=3)C=CC=2)OC2C(P(C3C=CC=CC=3)C3C=CC=CC=3)=CC=CC1=2.ClCCl. (9) The reactants are Cl[C:2]1[N:3]=[C:4]2[CH:20]=[C:19]([Cl:21])[CH:18]=[N:17][C:5]2=[N:6][C:7]=1[N:8]1[CH2:13][CH2:12][N:11]([CH:14]2[CH2:16][CH2:15]2)[CH2:10][CH2:9]1.O.[NH2:23][NH2:24]. No catalyst specified. The product is [Cl:21][C:19]1[CH:18]=[N:17][C:5]2=[N:6][C:7]([N:8]3[CH2:13][CH2:12][N:11]([CH:14]4[CH2:16][CH2:15]4)[CH2:10][CH2:9]3)=[C:2]([NH:23][NH2:24])[N:3]=[C:4]2[CH:20]=1. The yield is 1.00. (10) The reactants are O=C([C@@:6]([CH2:34][CH2:35][C:36]1[CH:41]=[CH:40][CH:39]=[CH:38][CH:37]=1)([O:18][C:19](=[O:33])[CH2:20][CH2:21][CH2:22][CH2:23][CH2:24][CH2:25][CH2:26][CH2:27][CH2:28][CH2:29][CH2:30][CH2:31][CH3:32])[CH2:7][CH2:8][CH2:9][CH2:10][CH2:11][CH2:12][CH2:13][CH2:14][CH2:15][CH2:16][CH3:17])C([O-])=O.[C:42]([OH:45])(=[O:44])C. The catalyst is [Zn]. The product is [CH2:35]([C@H:34]([CH:6]([O:18][C:19](=[O:33])[CH2:20][CH2:21][CH2:22][CH2:23][CH2:24][CH2:25][CH2:26][CH2:27][CH2:28][CH2:29][CH2:30][CH2:31][CH3:32])[CH2:7][CH2:8][CH2:9][CH2:10][CH2:11][CH2:12][CH2:13][CH2:14][CH2:15][CH2:16][CH3:17])[C:42]([OH:45])=[O:44])[C:36]1[CH:37]=[CH:38][CH:39]=[CH:40][CH:41]=1. The yield is 0.860.